Dataset: Full USPTO retrosynthesis dataset with 1.9M reactions from patents (1976-2016). Task: Predict the reactants needed to synthesize the given product. (1) Given the product [C:15]1([C:2]2[C:7]3[O:8][C:9]4[CH:14]=[CH:13][CH:12]=[CH:11][C:10]=4[C:6]=3[CH:5]=[CH:4][CH:3]=2)[CH:20]=[CH:19][CH:18]=[CH:17][CH:16]=1, predict the reactants needed to synthesize it. The reactants are: I[C:2]1[C:7]2[O:8][C:9]3[CH:14]=[CH:13][CH:12]=[CH:11][C:10]=3[C:6]=2[CH:5]=[CH:4][CH:3]=1.[C:15]1(B(O)O)[CH:20]=[CH:19][CH:18]=[CH:17][CH:16]=1.C1(P(C2CCCCC2)C2C=CC=CC=2C2C(OC)=CC=CC=2OC)CCCCC1.[O-]P([O-])([O-])=O.[K+].[K+].[K+]. (2) Given the product [C:12]([N:15]1[CH2:20][CH2:19][CH:18]([CH2:21][C:22]2[CH:27]=[CH:26][C:25]([S:28]([NH:4][CH2:1][CH2:2][CH3:3])(=[O:30])=[O:29])=[CH:24][CH:23]=2)[CH2:17][CH2:16]1)(=[O:14])[CH3:13], predict the reactants needed to synthesize it. The reactants are: [CH2:1]([NH2:4])[CH2:2][CH3:3].C(N(CC)CC)C.[C:12]([N:15]1[CH2:20][CH2:19][CH:18]([CH2:21][C:22]2[CH:27]=[CH:26][C:25]([S:28](Cl)(=[O:30])=[O:29])=[CH:24][CH:23]=2)[CH2:17][CH2:16]1)(=[O:14])[CH3:13].Cl. (3) Given the product [C:1]([O:5][C:6]([N:8]1[CH2:13][CH2:12][C@:11]([OH:26])([C:14]2[CH:19]=[CH:18][C:17]([CH2:20][O:21][CH2:22][CH2:23][O:24][CH3:25])=[CH:16][CH:15]=2)[C@@H:10]([O:27][CH2:29][C:30]2[CH:31]=[CH:32][C:33]3[O:38][CH2:37][C:36](=[O:39])[N:35]([CH2:40][CH2:41][CH2:42][O:43][CH3:44])[C:34]=3[CH:45]=2)[CH2:9]1)=[O:7])([CH3:4])([CH3:2])[CH3:3], predict the reactants needed to synthesize it. The reactants are: [C:1]([O:5][C:6]([N:8]1[CH2:13][CH2:12][C@:11]([OH:26])([C:14]2[CH:19]=[CH:18][C:17]([CH2:20][O:21][CH2:22][CH2:23][O:24][CH3:25])=[CH:16][CH:15]=2)[C@@H:10]([OH:27])[CH2:9]1)=[O:7])([CH3:4])([CH3:3])[CH3:2].Br[CH2:29][C:30]1[CH:31]=[CH:32][C:33]2[O:38][CH2:37][C:36](=[O:39])[N:35]([CH2:40][CH2:41][CH2:42][O:43][CH3:44])[C:34]=2[CH:45]=1. (4) Given the product [Cl:14][C:12]1[CH:11]=[CH:10][C:9]([O:15][CH2:16][CH:17]2[CH2:22][CH2:21][CH2:20][CH2:19][CH2:18]2)=[C:8]([C:6]2[N:5]=[C:4]([NH2:23])[N:3]=[C:2]([NH:29][C:28]3[CH:30]=[CH:31][C:25]([Cl:24])=[CH:26][CH:27]=3)[CH:7]=2)[CH:13]=1, predict the reactants needed to synthesize it. The reactants are: Cl[C:2]1[CH:7]=[C:6]([C:8]2[CH:13]=[C:12]([Cl:14])[CH:11]=[CH:10][C:9]=2[O:15][CH2:16][CH:17]2[CH2:22][CH2:21][CH2:20][CH2:19][CH2:18]2)[N:5]=[C:4]([NH2:23])[N:3]=1.[Cl:24][C:25]1[CH:31]=[CH:30][C:28]([NH2:29])=[CH:27][CH:26]=1. (5) Given the product [CH3:32][N:33]([CH3:50])[C@@H:34]([C:35]([N:37]1[C:45]2[C:40](=[CH:41][C:42]([O:47][CH3:48])=[C:43]([NH:46][C:3]3[NH:4][C:5]4=[N:21][CH:20]=[CH:19][C:6]4=[C:7]([NH:8][C:9]4[CH:10]=[CH:11][CH:12]=[C:13]([F:18])[C:14]=4[C:15]([NH:52][CH3:51])=[O:17])[N:16]=3)[CH:44]=2)[CH2:39][CH2:38]1)=[O:36])[CH3:49], predict the reactants needed to synthesize it. The reactants are: Cl.Cl[C:3]1[N:16]2[C:7](=[N:8][C:9]3[C:14]([C:15]2=[O:17])=[C:13]([F:18])[CH:12]=[CH:11][CH:10]=3)[C:6]2[CH:19]=[CH:20][N:21](S(C3C=CC(C)=CC=3)(=O)=O)[C:5]=2[N:4]=1.[CH3:32][N:33]([CH3:50])[C@H:34]([CH3:49])[C:35]([N:37]1[C:45]2[C:40](=[CH:41][C:42]([O:47][CH3:48])=[C:43]([NH2:46])[CH:44]=2)[CH2:39][CH2:38]1)=[O:36].[CH3:51][NH2:52].[OH-].[K+]. (6) Given the product [NH2:29][CH2:28][C:27]1[CH:26]=[C:25]([C:8]2[N:4]3[CH:5]=[CH:6][N:7]=[C:2]([NH2:1])[C:3]3=[C:10]([C:11]3[CH:16]=[CH:15][CH:14]=[C:13]([O:17][CH2:18][C:19]4[CH:20]=[CH:21][CH:22]=[CH:23][CH:24]=4)[CH:12]=3)[N:9]=2)[CH:42]=[CH:41][CH:40]=1, predict the reactants needed to synthesize it. The reactants are: [NH2:1][C:2]1[C:3]2[N:4]([C:8]([C:25]3[CH:26]=[C:27]([CH:40]=[CH:41][CH:42]=3)[CH2:28][N:29]3C(=O)C4C(=CC=CC=4)C3=O)=[N:9][C:10]=2[C:11]2[CH:16]=[CH:15][CH:14]=[C:13]([O:17][CH2:18][C:19]3[CH:24]=[CH:23][CH:22]=[CH:21][CH:20]=3)[CH:12]=2)[CH:5]=[CH:6][N:7]=1. (7) The reactants are: C([O:3][C:4]([C:6]1[N:10]([CH2:11][C:12](=O)[C:13]([CH3:16])([CH3:15])[CH3:14])[C:9](=[O:18])[N:8]([C:19]([CH3:22])([CH3:21])[CH3:20])[N:7]=1)=O)C.C([O-])(=O)C.[NH4+:27]. Given the product [C:19]([N:8]1[C:9](=[O:18])[N:10]2[CH:11]=[C:12]([C:13]([CH3:16])([CH3:15])[CH3:14])[NH:27][C:4](=[O:3])[C:6]2=[N:7]1)([CH3:22])([CH3:21])[CH3:20], predict the reactants needed to synthesize it.